Dataset: Full USPTO retrosynthesis dataset with 1.9M reactions from patents (1976-2016). Task: Predict the reactants needed to synthesize the given product. (1) Given the product [Cl:1][C:2]1[CH:9]=[CH:8][C:5]([CH2:6][O:7][C:12]2[N:17]=[C:16]([O:18][CH3:19])[N:15]=[C:14]([NH:20][C:21]3[CH:26]=[CH:25][C:24]([N:27]4[CH:31]=[C:30]([CH3:32])[N:29]=[CH:28]4)=[C:23]([O:33][CH3:34])[CH:22]=3)[N:13]=2)=[CH:4][CH:3]=1, predict the reactants needed to synthesize it. The reactants are: [Cl:1][C:2]1[CH:9]=[CH:8][C:5]([CH2:6][OH:7])=[CH:4][CH:3]=1.[Na].Cl[C:12]1[N:17]=[C:16]([O:18][CH3:19])[N:15]=[C:14]([NH:20][C:21]2[CH:26]=[CH:25][C:24]([N:27]3[CH:31]=[C:30]([CH3:32])[N:29]=[CH:28]3)=[C:23]([O:33][CH3:34])[CH:22]=2)[N:13]=1. (2) Given the product [Cl:1][C:2]1[CH:3]=[CH:4][C:5]([CH:8]([C:12]2[CH:17]=[CH:16][C:15]([N+:18]([O-:20])=[O:19])=[CH:14][CH:13]=2)[C:9]2[S:11][CH:21]=[CH:22][N:10]=2)=[CH:6][CH:7]=1, predict the reactants needed to synthesize it. The reactants are: [Cl:1][C:2]1[CH:7]=[CH:6][C:5]([CH:8]([C:12]2[CH:17]=[CH:16][C:15]([N+:18]([O-:20])=[O:19])=[CH:14][CH:13]=2)[C:9](=[S:11])[NH2:10])=[CH:4][CH:3]=1.[CH2:21](OC(OCC)CBr)[CH3:22]. (3) Given the product [CH3:1][O:2][CH:3]1[CH2:8][CH2:7][CH:6]([O:9][C:17]2[CH:24]=[CH:23][C:22]([C:25]3[N:30]=[C:29]([NH:31][C:32]4[CH:33]=[CH:34][C:35]([N:38]5[CH2:43][CH2:42][N:41]([CH:44]6[CH2:47][O:46][CH2:45]6)[CH2:40][CH2:39]5)=[CH:36][CH:37]=4)[N:28]=[CH:27][N:26]=3)=[CH:21][C:18]=2[C:19]#[N:20])[CH2:5][CH2:4]1, predict the reactants needed to synthesize it. The reactants are: [CH3:1][O:2][CH:3]1[CH2:8][CH2:7][CH:6]([OH:9])[CH2:5][CH2:4]1.CC(C)([O-])C.[K+].F[C:17]1[CH:24]=[CH:23][C:22]([C:25]2[N:30]=[C:29]([NH:31][C:32]3[CH:37]=[CH:36][C:35]([N:38]4[CH2:43][CH2:42][N:41]([CH:44]5[CH2:47][O:46][CH2:45]5)[CH2:40][CH2:39]4)=[CH:34][CH:33]=3)[N:28]=[CH:27][N:26]=2)=[CH:21][C:18]=1[C:19]#[N:20].